Dataset: Catalyst prediction with 721,799 reactions and 888 catalyst types from USPTO. Task: Predict which catalyst facilitates the given reaction. (1) Reactant: [CH3:1][O:2][C:3]1[CH:20]=[CH:19][C:6]2[CH2:7][C:8]([CH3:18])=[N:9][N:10]=[C:11]([C:12]3[CH:13]=[N:14][CH:15]=[CH:16][CH:17]=3)[C:5]=2[CH:4]=1.C([BH3-])#N.[Na+]. Product: [CH3:1][O:2][C:3]1[CH:20]=[CH:19][C:6]2[CH2:7][CH:8]([CH3:18])[NH:9][N:10]=[C:11]([C:12]3[CH:13]=[N:14][CH:15]=[CH:16][CH:17]=3)[C:5]=2[CH:4]=1. The catalyst class is: 240. (2) Reactant: [Cl:1][C:2]1[N:3]=[N:4][C:5](Cl)=[CH:6][C:7]=1[C:8]1[CH:13]=[CH:12][N:11]=[CH:10][CH:9]=1.[CH3:15][NH2:16]. Product: [Cl:1][C:2]1[N:3]=[N:4][C:5]([NH:16][CH3:15])=[CH:6][C:7]=1[C:8]1[CH:13]=[CH:12][N:11]=[CH:10][CH:9]=1. The catalyst class is: 51.